Task: Predict the product of the given reaction.. Dataset: Forward reaction prediction with 1.9M reactions from USPTO patents (1976-2016) The product is: [CH2:17]([O:19][C:20]([CH2:22][CH2:23][C:24]([N:3]1[CH2:8][CH2:7][C:6](=[O:9])[CH2:5][CH2:4]1)=[O:25])=[O:21])[CH3:18]. Given the reactants Cl.O.[NH:3]1[CH2:8][CH2:7][C:6](=[O:9])[CH2:5][CH2:4]1.C(N(CC)CC)C.[CH2:17]([O:19][C:20]([CH2:22][CH2:23][C:24](Cl)=[O:25])=[O:21])[CH3:18], predict the reaction product.